This data is from Catalyst prediction with 721,799 reactions and 888 catalyst types from USPTO. The task is: Predict which catalyst facilitates the given reaction. (1) Product: [CH3:4][CH:5]([O:12][CH2:13][CH:14]=[O:15])[CH2:6][CH2:7][CH2:8][CH:9]([CH3:10])[CH3:11]. The catalyst class is: 6. Reactant: ClCCl.[CH3:4][CH:5]([O:12][CH2:13][CH2:14][OH:15])[CH2:6][CH2:7][CH2:8][CH:9]([CH3:11])[CH3:10].[Br-].[K+].Cl[O-].[Na+]. (2) Reactant: C([N:8]1[CH2:13][CH2:12][CH:11](/[CH:14]=[CH:15]/[C:16]2[CH:21]=[CH:20][CH:19]=[CH:18][C:17]=2[O:22][CH2:23][CH:24]2[CH2:29][CH2:28][CH2:27][CH2:26][CH2:25]2)[CH2:10][CH2:9]1)C1C=CC=CC=1.Cl[C:31]([O:33][CH:34]=[CH2:35])=[O:32]. Product: [CH:34]([O:33][C:31]([N:8]1[CH2:13][CH2:12][CH:11](/[CH:14]=[CH:15]/[C:16]2[CH:21]=[CH:20][CH:19]=[CH:18][C:17]=2[O:22][CH2:23][CH:24]2[CH2:25][CH2:26][CH2:27][CH2:28][CH2:29]2)[CH2:10][CH2:9]1)=[O:32])=[CH2:35]. The catalyst class is: 26. (3) Product: [CH3:1][C:2]1[C:3]([CH2:22][N:23]2[CH2:28][CH2:27][CH:26]([OH:29])[CH2:25][CH:24]2[C:30]2[CH:31]=[CH:32][CH:33]=[CH:34][CH:35]=2)=[C:4]2[C:8](=[C:9]([CH3:11])[CH:10]=1)[NH:7][CH:6]=[CH:5]2. The catalyst class is: 271. Reactant: [CH3:1][C:2]1[C:3]([CH2:22][N:23]2[CH2:28][CH2:27][CH:26]([OH:29])[CH2:25][CH:24]2[C:30]2[CH:35]=[CH:34][CH:33]=[CH:32][CH:31]=2)=[C:4]2[C:8](=[C:9]([CH3:11])[CH:10]=1)[N:7](S(C1C=CC(C)=CC=1)(=O)=O)[CH:6]=[CH:5]2.[OH-].[K+].C(N)CC(C)C. (4) Reactant: C(O[CH2:5][C:6]1[C:11]([CH3:12])=[C:10]([O:13][CH2:14][CH2:15][CH2:16][CH3:17])[CH:9]=[CH:8][N:7]=1)(=O)C.S(Cl)(Cl)=O.[SH:22][C:23]1[NH:24][C:25]2[CH:31]=[CH:30][CH:29]=[CH:28][C:26]=2[N:27]=1.C[O-].[Na+]. Product: [CH2:14]([O:13][C:10]1[CH:9]=[CH:8][N:7]=[C:6]([CH2:5][S:22][C:23]2[NH:27][C:26]3[CH:28]=[CH:29][CH:30]=[CH:31][C:25]=3[N:24]=2)[C:11]=1[CH3:12])[CH2:15][CH2:16][CH3:17]. The catalyst class is: 147. (5) Reactant: [O:1]1[CH2:3][CH:2]1[CH2:4][O:5][C:6]1[CH:7]=[C:8]2[C:13](=[CH:14][CH:15]=1)[NH:12][C:11](=[O:16])[CH2:10][CH2:9]2.C(O)(=O)C.[Br-:21].[Li+]. Product: [Br:21][CH2:3][CH:2]([OH:1])[CH2:4][O:5][C:6]1[CH:7]=[C:8]2[C:13](=[CH:14][CH:15]=1)[NH:12][C:11](=[O:16])[CH2:10][CH2:9]2. The catalyst class is: 1. (6) Reactant: [H-].[Al+3].[Li+].[H-].[H-].[H-].[Cl:7][C:8]1[CH:9]=[CH:10][C:11]2[CH2:12][C@H:13]3[C:20](=O)[NH:19][C@H:18]([CH3:22])[C:17](=O)[N:14]3[C:15]=2[CH:16]=1.[OH-].[Na+].S([O-])([O-])(=O)=O.[Mg+2].Cl. Product: [ClH:7].[Cl:7][C:8]1[CH:9]=[CH:10][C:11]2[CH2:12][C@H:13]3[CH2:20][NH:19][C@H:18]([CH3:22])[CH2:17][N:14]3[C:15]=2[CH:16]=1. The catalyst class is: 316.